From a dataset of Peptide-MHC class II binding affinity with 134,281 pairs from IEDB. Regression. Given a peptide amino acid sequence and an MHC pseudo amino acid sequence, predict their binding affinity value. This is MHC class II binding data. (1) The peptide sequence is MKDFDEPGHLAPTGM. The MHC is HLA-DPA10201-DPB10501 with pseudo-sequence HLA-DPA10201-DPB10501. The binding affinity (normalized) is 0.0736. (2) The peptide sequence is AQLGYTIRQLERLLQ. The MHC is HLA-DQA10301-DQB10302 with pseudo-sequence HLA-DQA10301-DQB10302. The binding affinity (normalized) is 0.235. (3) The peptide sequence is TYEHKSRSRLGLSSE. The MHC is DRB1_0101 with pseudo-sequence DRB1_0101. The binding affinity (normalized) is 0.812. (4) The peptide sequence is PPGPAGPAGERGEQ. The MHC is HLA-DQA10301-DQB10302 with pseudo-sequence HLA-DQA10301-DQB10302. The binding affinity (normalized) is 0. (5) The binding affinity (normalized) is 0.878. The MHC is DRB1_0101 with pseudo-sequence DRB1_0101. The peptide sequence is VSLIAVIKGIINLYK.